This data is from Aqueous solubility values for 9,982 compounds from the AqSolDB database. The task is: Regression/Classification. Given a drug SMILES string, predict its absorption, distribution, metabolism, or excretion properties. Task type varies by dataset: regression for continuous measurements (e.g., permeability, clearance, half-life) or binary classification for categorical outcomes (e.g., BBB penetration, CYP inhibition). For this dataset (solubility_aqsoldb), we predict Y. (1) The compound is CCc1cccc(C)c1N. The Y is -1.71 log mol/L. (2) The drug is CC(C)(C)c1cc(C(C)(C)C)c(O)c(C(C)(C)C)c1. The Y is -3.88 log mol/L. (3) The drug is C=CCN(CC=C)c1c(C)cc(OC(=O)NC)cc1C. The Y is -3.59 log mol/L.